From a dataset of Forward reaction prediction with 1.9M reactions from USPTO patents (1976-2016). Predict the product of the given reaction. Given the reactants [NH2:1][C:2]1[CH:10]=[C:9]([Br:11])[CH:8]=[CH:7][C:3]=1[C:4]([OH:6])=O.[Br:12][C:13]1[CH:18]=[CH:17][C:16]([S:19]([O:22][CH:23]2[CH2:28][CH2:27][C:26](=O)[NH:25][CH2:24]2)(=[O:21])=[O:20])=[CH:15][CH:14]=1.P(Cl)(Cl)(Cl)=O, predict the reaction product. The product is: [Br:12][C:13]1[CH:18]=[CH:17][C:16]([S:19]([O:22][CH:23]2[CH2:24][N:25]3[C:26](=[N:1][C:2]4[C:3]([C:4]3=[O:6])=[CH:7][CH:8]=[C:9]([Br:11])[CH:10]=4)[CH2:27][CH2:28]2)(=[O:21])=[O:20])=[CH:15][CH:14]=1.